This data is from Forward reaction prediction with 1.9M reactions from USPTO patents (1976-2016). The task is: Predict the product of the given reaction. Given the reactants Cl[C:2]1[C:11]2[C:6](=[CH:7][CH:8]=[CH:9][CH:10]=2)[CH:5]=[C:4]([NH:12][C:13]2[CH:17]=[CH:16][NH:15][N:14]=2)[N:3]=1.[CH3:18][C:19]1[CH:24]=[CH:23][CH:22]=[CH:21][C:20]=1[OH:25], predict the reaction product. The product is: [NH:15]1[CH:16]=[CH:17][C:13]([NH:12][C:4]2[N:3]=[C:2]([O:25][C:20]3[CH:21]=[CH:22][CH:23]=[CH:24][C:19]=3[CH3:18])[C:11]3[C:6]([CH:5]=2)=[CH:7][CH:8]=[CH:9][CH:10]=3)=[N:14]1.